This data is from Reaction yield outcomes from USPTO patents with 853,638 reactions. The task is: Predict the reaction yield, written as a fraction of the theoretical maximum amount of product (1.0 means a 100% yield; for example, 0.34 means a 34% yield). (1) The reactants are [Si:1]([O:8][C@@H:9]1[C@@:37]2([CH3:38])[C:13](=[CH:14][CH:15]=[C:16]3[C@@H:36]2[CH2:35][CH2:34][C@@:33]2([CH3:39])[C@H:17]3[CH2:18][CH:19]=[C:20]2[C@@H:21]([S:23][C:24](OC2C=CC=CC=2)=O)[CH3:22])[CH2:12][C@@H:11]([OH:40])[CH2:10]1)([C:4]([CH3:7])([CH3:6])[CH3:5])([CH3:3])[CH3:2].[CH3:41][C:42]1([O:45]C1)[CH3:43].O1CCCC1.[OH-].[K+]. The product is [Si:1]([O:8][C@@H:9]1[C@@:37]2([CH3:38])[C:13](=[CH:14][CH:15]=[C:16]3[C@@H:36]2[CH2:35][CH2:34][C@@:33]2([CH3:39])[C@H:17]3[CH2:18][CH:19]=[C:20]2[C@@H:21]([S:23][CH2:24][C:42]([OH:45])([CH3:43])[CH3:41])[CH3:22])[CH2:12][C@@H:11]([OH:40])[CH2:10]1)([C:4]([CH3:6])([CH3:5])[CH3:7])([CH3:3])[CH3:2]. The catalyst is CO. The yield is 0.820. (2) The product is [O-:24][N+:26]1[CH:28]=[CH:3][CH:2]=[C:10]2[C:9]([CH2:14][N:15]3[CH2:19][CH:18]([CH2:20][CH2:21][CH3:22])[CH2:17][C:16]3=[O:23])=[CH:8][NH:7][C:27]=12. The yield is 0.330. The reactants are F[C:2]1[CH:3]=C2[C:8](=[CH:9][CH:10]=1)[NH:7]C=C2.[H-].[Na+].Cl[CH2:14][N:15]1[CH2:19][CH:18]([CH2:20][CH2:21][CH3:22])[CH2:17][C:16]1=[O:23].[OH2:24].C[N:26]([CH:28]=O)[CH3:27]. No catalyst specified. (3) The product is [Cl:19][C:20]1[CH:21]=[CH:22][C:23]([CH2:26][C:27]2[N:28]=[C:14]([CH2:13][O:12][C:7]3[CH:8]=[C:9]4[C:4](=[CH:5][CH:6]=3)[NH:3][C:2](=[O:1])[CH2:11][CH2:10]4)[O:16][N:29]=2)=[CH:24][CH:25]=1. The reactants are [O:1]=[C:2]1[CH2:11][CH2:10][C:9]2[C:4](=[CH:5][CH:6]=[C:7]([O:12][CH2:13][C:14]([O:16]CC)=O)[CH:8]=2)[NH:3]1.[Cl:19][C:20]1[CH:25]=[CH:24][C:23]([CH2:26][C:27](=[N:29]O)[NH2:28])=[CH:22][CH:21]=1.C(=O)([O-])[O-].[K+].[K+]. The catalyst is C1(C)C=CC=CC=1. The yield is 0.270. (4) The reactants are [CH3:1][O:2][C:3]1[CH:4]=[C:5]([CH:7]=[CH:8][CH:9]=1)[NH2:6].[Li]CCCC.[F:15]/C(/OC)=C/C(OC)=O.Cl.S(=O)(=O)(O)O.[CH2:30]1C[O:33][CH2:32][CH2:31]1. The catalyst is CCCCCC.O.CCOCC. The product is [F:15][C:31]1[C:32](=[O:33])[NH:6][C:5]2[C:7]([CH:30]=1)=[CH:8][CH:9]=[C:3]([O:2][CH3:1])[CH:4]=2. The yield is 0.972.